From a dataset of Full USPTO retrosynthesis dataset with 1.9M reactions from patents (1976-2016). Predict the reactants needed to synthesize the given product. (1) Given the product [C:26]([O:28][CH2:15][C:11]1[CH:10]=[C:9]([CH3:16])[C:8]2[CH:7]=[C:6]3[O:17][C:2]([CH3:18])([CH3:1])[CH:3]=[CH:4][C:5]3=[CH:14][C:13]=2[N:12]=1)(=[O:27])[CH3:22], predict the reactants needed to synthesize it. The reactants are: [CH3:1][C:2]1([CH3:18])[O:17][C:6]2=[CH:7][C:8]3[C:9]([CH3:16])=[CH:10][C:11]([CH3:15])=[N:12][C:13]=3[CH:14]=[C:5]2[CH:4]=[CH:3]1.ClC1C=CC=[C:22]([C:26]([O:28]O)=[O:27])C=1.CO.S([O-])([O-])(=O)=S.[Na+].[Na+]. (2) Given the product [F:38][CH:19]([F:18])[O:20][C:21]1[CH:26]=[C:25]([O:27][CH:28]([F:29])[F:30])[CH:24]=[CH:23][C:22]=1[C:31]1[CH:35]=[C:34]([CH2:36][N:14]2[CH:13]=[C:12]3[N:17]=[C:9]([C:3]4[CH:4]=[CH:5][CH:6]=[C:7]([F:8])[C:2]=4[F:1])[N:10]=[C:11]3[CH:16]=[N:15]2)[O:33][N:32]=1, predict the reactants needed to synthesize it. The reactants are: [F:1][C:2]1[C:7]([F:8])=[CH:6][CH:5]=[CH:4][C:3]=1[C:9]1[N:17]=[C:12]2[CH:13]=[N:14][NH:15][CH:16]=[C:11]2[N:10]=1.[F:18][CH:19]([F:38])[O:20][C:21]1[CH:26]=[C:25]([O:27][CH:28]([F:30])[F:29])[CH:24]=[CH:23][C:22]=1[C:31]1[CH:35]=[C:34]([CH2:36]Cl)[O:33][N:32]=1.